This data is from Catalyst prediction with 721,799 reactions and 888 catalyst types from USPTO. The task is: Predict which catalyst facilitates the given reaction. (1) Reactant: [CH2:1]([C:9]1[CH:24]=[CH:23][C:12]([CH:13]=[N:14][NH:15][C:16]([O:18][C:19]([CH3:22])([CH3:21])[CH3:20])=[O:17])=[CH:11][CH:10]=1)[CH2:2][CH2:3][CH2:4][CH2:5][CH2:6][CH2:7][CH3:8].CC(O)=O. Product: [CH2:1]([C:9]1[CH:24]=[CH:23][C:12]([CH2:13][NH:14][NH:15][C:16]([O:18][C:19]([CH3:22])([CH3:21])[CH3:20])=[O:17])=[CH:11][CH:10]=1)[CH2:2][CH2:3][CH2:4][CH2:5][CH2:6][CH2:7][CH3:8]. The catalyst class is: 116. (2) Product: [CH3:13][CH2:12][NH:11][C:9]([CH2:8][CH2:7][C@H:5]([NH:6][C:27]([C:20]1[C:21](=[O:26])[O:22][C:23]2[CH:24]=[CH:25][C:16]([Br:15])=[CH:17][C:18]=2[CH:19]=1)=[O:28])[C:4]([O:3][CH2:1][CH3:2])=[O:14])=[O:10]. The catalyst class is: 4. Reactant: [CH2:1]([O:3][C:4](=[O:14])[C@H:5]([CH2:7][CH2:8][C:9]([NH:11][CH2:12][CH3:13])=[O:10])[NH2:6])[CH3:2].[Br:15][C:16]1[CH:17]=[C:18]2[C:23](=[CH:24][CH:25]=1)[O:22][C:21](=[O:26])[C:20]([C:27](O)=[O:28])=[CH:19]2.C(N(C(C)C)CC)(C)C.CCN=C=NCCCN(C)C. (3) Reactant: [CH:1]([C:3]1[N:7]2[CH:8]=[C:9]([C:16]3[CH:20]=[CH:19][O:18][CH:17]=3)[CH:10]=[C:11]([C:12]([F:15])([F:14])[F:13])[C:6]2=[N:5][C:4]=1[C:21]([OH:23])=O)=[O:2].[NH:24]1[CH2:29][CH2:28][CH:27]([N:30]2[CH2:34][CH2:33][O:32][C:31]2=[O:35])[CH2:26][CH2:25]1.C(Cl)CCl.C1C=CC2N(O)N=NC=2C=1.CCN(CC)CC. Product: [O:18]1[CH:19]=[CH:20][C:16]([C:9]2[CH:10]=[C:11]([C:12]([F:13])([F:15])[F:14])[C:6]3[N:7]([C:3]([CH:1]=[O:2])=[C:4]([C:21]([N:24]4[CH2:25][CH2:26][CH:27]([N:30]5[CH2:34][CH2:33][O:32][C:31]5=[O:35])[CH2:28][CH2:29]4)=[O:23])[N:5]=3)[CH:8]=2)=[CH:17]1. The catalyst class is: 9. (4) Reactant: [O:1]1[C:3]2([CH2:8][CH2:7][N:6]([C:9]([O:11][C:12]([CH3:15])([CH3:14])[CH3:13])=[O:10])[CH2:5][CH2:4]2)[CH2:2]1.C1([Si](C2C=CC=CC=2)(C2C=CC=CC=2)[SH:23])C=CC=CC=1.C(N(CC)CC)C. Product: [OH:1][C:3]1([CH2:2][SH:23])[CH2:8][CH2:7][N:6]([C:9]([O:11][C:12]([CH3:15])([CH3:14])[CH3:13])=[O:10])[CH2:5][CH2:4]1. The catalyst class is: 5. (5) Product: [Br:1][C:2]1[CH:15]=[CH:14][C:13]2[O:12][C:11]3[C:6](=[CH:7][C:8]([O:16][CH3:17])=[CH:9][CH:10]=3)[C:5](=[CH:19][CH3:20])[C:4]=2[CH:3]=1. The catalyst class is: 2. Reactant: [Br:1][C:2]1[CH:15]=[CH:14][C:13]2[O:12][C:11]3[C:6](=[CH:7][C:8]([O:16][CH3:17])=[CH:9][CH:10]=3)[C:5](=O)[C:4]=2[CH:3]=1.[CH2:19]1COC[CH2:20]1.C([Mg]Br)C.CC1C=CC(S(O)(=O)=O)=CC=1.N1C=CC=CC=1. (6) Reactant: [H-].[Al+3].[Li+].[H-].[H-].[H-].C[O:8][C:9]([C:11]1[CH:12]=[C:13]2[C:17](=[CH:18][CH:19]=1)[NH:16][C:15]([CH2:20][CH2:21][O:22][CH:23]1[CH2:28][CH2:27][CH2:26][CH2:25][O:24]1)=[CH:14]2)=O.O.[Cl-].[NH4+]. Product: [O:24]1[CH2:25][CH2:26][CH2:27][CH2:28][CH:23]1[O:22][CH2:21][CH2:20][C:15]1[NH:16][C:17]2[C:13]([CH:14]=1)=[CH:12][C:11]([CH2:9][OH:8])=[CH:19][CH:18]=2. The catalyst class is: 1. (7) The catalyst class is: 50. Reactant: [CH3:1][O:2][C:3]1[CH:4]=[C:5]([CH:9]=[CH:10][CH2:11][CH2:12][C:13]([OH:15])=[O:14])[CH:6]=[CH:7][CH:8]=1. Product: [CH3:1][O:2][C:3]1[CH:4]=[C:5]([CH2:9][CH2:10][CH2:11][CH2:12][C:13]([OH:15])=[O:14])[CH:6]=[CH:7][CH:8]=1. (8) Reactant: C1(N=C=O)C=CC(N=C=O)=CC=1.[Cl:13][C:14]1[CH:19]=[CH:18][C:17]([O:20][CH3:21])=[C:16]([C:22]#[CH:23])[CH:15]=1.[CH2:24]([O:26][C:27](=[O:36])[CH2:28][CH2:29][CH2:30][CH2:31][CH2:32][N+:33]([O-])=[O:34])[CH3:25].C(N(CC)CC)C. Product: [CH2:24]([O:26][C:27](=[O:36])[CH2:28][CH2:29][CH2:30][CH2:31][C:32]1[CH:23]=[C:22]([C:16]2[CH:15]=[C:14]([Cl:13])[CH:19]=[CH:18][C:17]=2[O:20][CH3:21])[O:34][N:33]=1)[CH3:25]. The catalyst class is: 11. (9) Reactant: [N+:1]([C:4]1[C:13]2[C:8](=[CH:9][CH:10]=[CH:11][CH:12]=2)[C:7]([NH2:14])=[CH:6][CH:5]=1)([O-:3])=[O:2].[Br:15][CH2:16][CH2:17][C:18](Cl)=[O:19]. Product: [Br:15][CH2:16][CH2:17][C:18]([NH:14][C:7]1[C:8]2[C:13](=[CH:12][CH:11]=[CH:10][CH:9]=2)[C:4]([N+:1]([O-:3])=[O:2])=[CH:5][CH:6]=1)=[O:19]. The catalyst class is: 7. (10) Product: [O:21]=[C:20]1[C:4]2[C:5]3[C:6](=[C:7]([C:11]4[CH:12]=[CH:13][CH:14]=[CH:15][CH:16]=4)[NH:8][C:9]=3[CH:10]=[C:2]([NH:1][C:39]([C:30]3([NH:29][C:27](=[O:28])[O:26][C:23]([CH3:24])([CH3:22])[CH3:25])[C:38]4[C:33](=[CH:34][CH:35]=[CH:36][CH:37]=4)[CH2:32][CH2:31]3)=[O:40])[CH:3]=2)[CH:17]=[N:18][NH:19]1. Reactant: [NH2:1][C:2]1[CH:3]=[C:4]2[C:20](=[O:21])[NH:19][N:18]=[CH:17][C:6]3=[C:7]([C:11]4[CH:16]=[CH:15][CH:14]=[CH:13][CH:12]=4)[NH:8][C:9]([CH:10]=1)=[C:5]23.[CH3:22][C:23]([O:26][C:27]([NH:29][C:30]1([C:39](O)=[O:40])[C:38]2[C:33](=[CH:34][CH:35]=[CH:36][CH:37]=2)[CH2:32][CH2:31]1)=[O:28])([CH3:25])[CH3:24].C(N(CC)CC)C.F[P-](F)(F)(F)(F)F.N1(OC(N(C)C)=[N+](C)C)C2N=CC=CC=2N=N1. The catalyst class is: 306.